Dataset: Peptide-MHC class I binding affinity with 185,985 pairs from IEDB/IMGT. Task: Regression. Given a peptide amino acid sequence and an MHC pseudo amino acid sequence, predict their binding affinity value. This is MHC class I binding data. (1) The peptide sequence is REGVFVFNG. The MHC is HLA-B44:03 with pseudo-sequence HLA-B44:03. The binding affinity (normalized) is 0.473. (2) The peptide sequence is ILWGYGFLQ. The MHC is HLA-B27:05 with pseudo-sequence HLA-B27:05. The binding affinity (normalized) is 0.0847. (3) The peptide sequence is GRQEKNPAL. The MHC is HLA-A24:02 with pseudo-sequence HLA-A24:02. The binding affinity (normalized) is 0.0847. (4) The peptide sequence is GVSGGSWVDI. The MHC is HLA-A32:01 with pseudo-sequence HLA-A32:01. The binding affinity (normalized) is 0.226. (5) The peptide sequence is ATFRLECPY. The MHC is HLA-B07:02 with pseudo-sequence HLA-B07:02. The binding affinity (normalized) is 0.0847. (6) The peptide sequence is FIIFLFILLL. The MHC is HLA-A11:01 with pseudo-sequence HLA-A11:01. The binding affinity (normalized) is 0.176. (7) The peptide sequence is VRVCACPGR. The MHC is HLA-B15:09 with pseudo-sequence HLA-B15:09. The binding affinity (normalized) is 0.0847. (8) The peptide sequence is ATIEAVLAK. The MHC is HLA-B15:01 with pseudo-sequence HLA-B15:01. The binding affinity (normalized) is 0.0847.